Predict the reaction yield, written as a fraction of the theoretical maximum amount of product (1.0 means a 100% yield; for example, 0.34 means a 34% yield). From a dataset of Reaction yield outcomes from USPTO patents with 853,638 reactions. (1) The yield is 0.990. The reactants are I[C:2]1[CH:7]=[CH:6][CH:5]=[CH:4][CH:3]=1.[C:8]([O:12][CH3:13])(=[O:11])[CH:9]=[CH2:10].C([O-])(=O)C.[Na+].[Cl-].[NH4+]. The product is [C:8]([O:12][CH3:13])(=[O:11])/[CH:9]=[CH:10]/[C:2]1[CH:7]=[CH:6][CH:5]=[CH:4][CH:3]=1. The catalyst is CCOCC.CN(C)C(=O)C. (2) The reactants are COC1C=C(OC)C=CC=1C[N:6]([C:31]1[CH:36]=[CH:35][N:34]=[CH:33][N:32]=1)[S:7]([C:10]1[CH:15]=[C:14]([F:16])[C:13]([O:17][C@H:18]2[CH2:22][C@H:21]([F:23])[CH2:20][C@@H:19]2[C:24]2[N:28]([CH3:29])[N:27]=[CH:26][CH:25]=2)=[CH:12][C:11]=1[F:30])(=[O:9])=[O:8].C([SiH](CC)CC)C.FC(F)(F)C(O)=O. The catalyst is ClCCl. The product is [F:30][C:11]1[CH:12]=[C:13]([O:17][C@H:18]2[CH2:22][C@H:21]([F:23])[CH2:20][C@@H:19]2[C:24]2[N:28]([CH3:29])[N:27]=[CH:26][CH:25]=2)[C:14]([F:16])=[CH:15][C:10]=1[S:7]([NH:6][C:31]1[CH:36]=[CH:35][N:34]=[CH:33][N:32]=1)(=[O:9])=[O:8]. The yield is 0.920. (3) The reactants are O[Li].O.OO.C([C@H]1COC(=O)N1[C:19](=[O:40])[C@@H:20]([C:33]1[CH:38]=[CH:37][C:36]([Cl:39])=[CH:35][CH:34]=1)[CH2:21]N(C(C)C)C(=O)OC(C)(C)C)C1C=CC=CC=1.[O-:41]S([O-])=O.[Na+].[Na+]. The catalyst is O.C1COCC1. The product is [Cl:39][C:36]1[CH:35]=[CH:34][C:33]([CH:20]([CH3:21])[C:19]([OH:40])=[O:41])=[CH:38][CH:37]=1. The yield is 1.00. (4) The reactants are Br.[N+:2]([C:5]1[CH:10]=[CH:9][C:8]([CH2:11][C@@H:12]([C:14]2[N:15]=[C:16]([C:19]3[CH:24]=[CH:23][CH:22]=[CH:21][CH:20]=3)[S:17][CH:18]=2)[NH2:13])=[CH:7][CH:6]=1)([O-:4])=[O:3].C([O-])([O-])=O.[Ca+2].C(Cl)(Cl)(Cl)Cl.[C:35](Cl)(Cl)=[S:36]. The catalyst is O.C(Cl)Cl. The product is [N:13]([C@H:12]([C:14]1[N:15]=[C:16]([C:19]2[CH:20]=[CH:21][CH:22]=[CH:23][CH:24]=2)[S:17][CH:18]=1)[CH2:11][C:8]1[CH:7]=[CH:6][C:5]([N+:2]([O-:4])=[O:3])=[CH:10][CH:9]=1)=[C:35]=[S:36]. The yield is 0.730. (5) The reactants are [F:1][C:2]1[CH:7]=[CH:6][C:5]([CH:8]2[CH2:13][CH2:12][N:11](C(OCC[Si](C)(C)C)=O)[CH2:10][CH:9]2[O:23][CH2:24][C:25]2[CH:34]=[C:33]([OH:35])[C:32]3[C:27](=[CH:28][CH:29]=[CH:30][CH:31]=3)[CH:26]=2)=[CH:4][CH:3]=1. The catalyst is [F-].C([N+](CCCC)(CCCC)CCCC)CCC. The product is [F:1][C:2]1[CH:3]=[CH:4][C:5]([CH:8]2[CH2:13][CH2:12][NH:11][CH2:10][CH:9]2[O:23][CH2:24][C:25]2[CH:34]=[C:33]([OH:35])[C:32]3[C:27](=[CH:28][CH:29]=[CH:30][CH:31]=3)[CH:26]=2)=[CH:6][CH:7]=1. The yield is 0.830. (6) The reactants are [O:1]=[C:2]([C:6]1[N:14]2[C:9]([CH:10]=[CH:11][CH:12]=[CH:13]2)=[CH:8][C:7]=1[C:15]1[CH:20]=[CH:19][CH:18]=[CH:17][CH:16]=1)[C:3](Cl)=[O:4].[O:21]=[S:22]1(=[O:35])[CH2:27][CH2:26][N:25]([C:28]2[CH:33]=[CH:32][C:31]([NH2:34])=[CH:30][CH:29]=2)[CH2:24][CH2:23]1.C(N(CC)CC)C. The catalyst is C1COCC1. The product is [O:35]=[S:22]1(=[O:21])[CH2:23][CH2:24][N:25]([C:28]2[CH:29]=[CH:30][C:31]([NH:34][C:3](=[O:4])[C:2](=[O:1])[C:6]3[N:14]4[C:9]([CH:10]=[CH:11][CH:12]=[CH:13]4)=[CH:8][C:7]=3[C:15]3[CH:20]=[CH:19][CH:18]=[CH:17][CH:16]=3)=[CH:32][CH:33]=2)[CH2:26][CH2:27]1. The yield is 0.480. (7) The reactants are [Cl:1][C:2]1[CH:3]=[C:4]([C:8]2[N:12]=[C:11]([CH2:13][N:14]([CH3:20])[C:15](=[N:18][CH3:19])SC)[O:10][N:9]=2)[CH:5]=[CH:6][CH:7]=1.[C:21]([NH:29][NH2:30])(=O)[C:22]1[CH:27]=[CH:26][N:25]=[CH:24][CH:23]=1. The catalyst is C(O)C.C(Cl)Cl. The product is [Cl:1][C:2]1[CH:3]=[C:4]([C:8]2[N:12]=[C:11]([CH2:13][N:14]([CH3:20])[C:15]3[N:18]([CH3:19])[C:21]([C:22]4[CH:27]=[CH:26][N:25]=[CH:24][CH:23]=4)=[N:29][N:30]=3)[O:10][N:9]=2)[CH:5]=[CH:6][CH:7]=1. The yield is 0.400. (8) The reactants are CCCCCCCCCCCC[NH2:13].[F:14][C:15]1[CH:16]=[C:17](NC(=O)CC(NC2C=CC=CC=2)=O)[CH:18]=[CH:19][C:20]=1[O:21][C:22]1[CH:27]=[CH:26][N:25]=[C:24]2[CH:28]=[C:29]([C:31]3[N:32]=[CH:33][N:34]([CH3:36])[CH:35]=3)[S:30][C:23]=12.O=C(NC1C=CC=CC=1)CC(O)=O.[F:63][C:64]1[CH:69]=[CH:68][C:67]([NH:70][C:71]([C:73]2([C:76]([OH:78])=O)[CH2:75][CH2:74]2)=[O:72])=[CH:66][CH:65]=1. No catalyst specified. The product is [F:14][C:15]1[CH:16]=[C:17]([N:70]([C:67]2[CH:66]=[CH:65][C:64]([F:63])=[CH:69][CH:68]=2)[C:71]([C:73]2([C:76]([NH2:13])=[O:78])[CH2:74][CH2:75]2)=[O:72])[CH:18]=[CH:19][C:20]=1[O:21][C:22]1[CH:27]=[CH:26][N:25]=[C:24]2[CH:28]=[C:29]([C:31]3[N:32]=[CH:33][N:34]([CH3:36])[CH:35]=3)[S:30][C:23]=12. The yield is 0.240.